From a dataset of Catalyst prediction with 721,799 reactions and 888 catalyst types from USPTO. Predict which catalyst facilitates the given reaction. (1) Reactant: [CH3:1][O:2][C:3]1[N:4]=[C:5]2[C:10](=[CH:11][CH:12]=1)[N:9]=[CH:8][CH:7]=[C:6]2[N:13]1[CH2:17][CH2:16][CH:15]([NH:18][CH2:19][CH2:20][NH2:21])[CH2:14]1.[O:22]=[C:23]1[CH2:28][O:27][C:26]2[CH:29]=[CH:30][C:31]([CH:33]=O)=[N:32][C:25]=2[NH:24]1.[BH4-].[Na+].C(=O)(O)[O-].[Na+].C(Cl)(Cl)[Cl:43]. Product: [ClH:43].[ClH:43].[CH3:1][O:2][C:3]1[N:4]=[C:5]2[C:10](=[CH:11][CH:12]=1)[N:9]=[CH:8][CH:7]=[C:6]2[N:13]1[CH2:17][CH2:16][CH:15]([NH:18][CH2:19][CH2:20][NH:21][CH2:33][C:31]2[CH:30]=[CH:29][C:26]3[O:27][CH2:28][C:23](=[O:22])[NH:24][C:25]=3[N:32]=2)[CH2:14]1. The catalyst class is: 100. (2) Reactant: Cl.[O:2]=[C:3]1[NH:9][C:8]2[CH:10]=[CH:11][C:12]([C:14]([O:16][CH3:17])=[O:15])=[CH:13][C:7]=2[CH2:6][NH:5][CH2:4]1.[CH:18](=O)[C:19]1[CH:24]=[CH:23][C:22]([O:25][CH3:26])=[CH:21][CH:20]=1.CCN(CC)CC.C(O[BH-](OC(=O)C)OC(=O)C)(=O)C.[Na+]. Product: [CH3:26][O:25][C:22]1[CH:23]=[CH:24][C:19]([CH2:18][N:5]2[CH2:6][C:7]3[CH:13]=[C:12]([C:14]([O:16][CH3:17])=[O:15])[CH:11]=[CH:10][C:8]=3[NH:9][C:3](=[O:2])[CH2:4]2)=[CH:20][CH:21]=1. The catalyst class is: 26. (3) Reactant: [C:1]([C:5]1[N:10]=[CH:9][N:8]=[C:7]([NH:11][C:12](=[O:21])[N:13]([CH2:15][CH:16](OC)[O:17]C)[CH3:14])[CH:6]=1)([CH3:4])([CH3:3])[CH3:2].O. Product: [C:1]([C:5]1[N:10]=[CH:9][N:8]=[C:7]([N:11]2[CH:16]([OH:17])[CH2:15][N:13]([CH3:14])[C:12]2=[O:21])[CH:6]=1)([CH3:4])([CH3:3])[CH3:2]. The catalyst class is: 15. (4) Reactant: [CH3:1][C:2]1([CH3:16])[O:6][CH:5]([CH2:7][O:8][C:9]2[N:14]=[C:13]([NH2:15])[CH:12]=[CH:11][CH:10]=2)[CH2:4][O:3]1.[F:17][C:18]([F:38])([F:37])[C:19]1[CH:24]=[CH:23][CH:22]=[CH:21][C:20]=1[C:25]1[CH:26]=[CH:27][C:28]2[N:29]([C:31]([C:34](O)=[O:35])=[CH:32][N:33]=2)[N:30]=1.CN(C(ON1N=NC2C=CC=NC1=2)=[N+](C)C)C.F[P-](F)(F)(F)(F)F.CCN(C(C)C)C(C)C. Product: [CH3:1][C:2]1([CH3:16])[O:6][CH:5]([CH2:7][O:8][C:9]2[N:14]=[C:13]([NH:15][C:34]([C:31]3[N:29]4[N:30]=[C:25]([C:20]5[CH:21]=[CH:22][CH:23]=[CH:24][C:19]=5[C:18]([F:38])([F:17])[F:37])[CH:26]=[CH:27][C:28]4=[N:33][CH:32]=3)=[O:35])[CH:12]=[CH:11][CH:10]=2)[CH2:4][O:3]1. The catalyst class is: 18. (5) Reactant: [CH3:1][C:2]1[C:28]2[C:6](=[N:7][N:8]3[C:13]([CH:14]4[CH2:19][CH2:18][N:17](C(OC(C)(C)C)=O)[CH2:16][CH2:15]4)=[CH:12][C:11](=[O:27])[NH:10][C:9]3=2)[N:5]=[CH:4][CH:3]=1.[ClH:29]. Product: [ClH:29].[CH3:1][C:2]1[C:28]2[C:6](=[N:7][N:8]3[C:13]([CH:14]4[CH2:15][CH2:16][NH:17][CH2:18][CH2:19]4)=[CH:12][C:11](=[O:27])[NH:10][C:9]3=2)[N:5]=[CH:4][CH:3]=1. The catalyst class is: 71. (6) Reactant: O.[OH-].[Li+].[Br:4][C:5]1[CH:6]=[CH:7][C:8]([O:35][CH2:36][O:37][CH3:38])=[C:9]([C@:11]([NH:28][S@:29]([C:31]([CH3:34])([CH3:33])[CH3:32])=[O:30])([C:14]2[CH:19]=[C:18]([N:20]3[CH2:25][CH2:24][O:23][CH2:22][CH2:21]3)[N:17]=[C:16]([F:26])[C:15]=2[Cl:27])[CH2:12][OH:13])[CH:10]=1.Br[CH2:40][C:41]#[N:42].[Cl-].[NH4+]. Product: [Br:4][C:5]1[CH:6]=[CH:7][C:8]([O:35][CH2:36][O:37][CH3:38])=[C:9]([C@:11]([NH:28][S@:29]([C:31]([CH3:32])([CH3:33])[CH3:34])=[O:30])([C:14]2[CH:19]=[C:18]([N:20]3[CH2:25][CH2:24][O:23][CH2:22][CH2:21]3)[N:17]=[C:16]([F:26])[C:15]=2[Cl:27])[CH2:12][O:13][CH2:40][C:41]#[N:42])[CH:10]=1. The catalyst class is: 1. (7) Reactant: [C:1]([O:5][C:6]([N:8]1[CH:12]([C:13]([OH:15])=O)[CH2:11][S:10][CH2:9]1)=[O:7])([CH3:4])([CH3:3])[CH3:2].[CH:16]1([NH2:26])[C:25]2[C:20](=[CH:21][CH:22]=[CH:23][CH:24]=2)[CH2:19][CH2:18][CH2:17]1.CN1CCOCC1.C(P1(=O)OP(CCC)(=O)OP(CCC)(=O)O1)CC. Product: [C:1]([O:5][C:6]([N:8]1[CH:12]([C:13](=[O:15])[NH:26][CH:16]2[C:25]3[C:20](=[CH:21][CH:22]=[CH:23][CH:24]=3)[CH2:19][CH2:18][CH2:17]2)[CH2:11][S:10][CH2:9]1)=[O:7])([CH3:2])([CH3:3])[CH3:4]. The catalyst class is: 13. (8) Reactant: [CH3:1][O:2][C:3]1[N:8]=[C:7]([O:9][CH3:10])[C:6]([C:11]2[CH:20]=[C:19]3[C:14]([C:15](Cl)=[C:16]([C:21]([NH2:23])=[O:22])[CH:17]=[N:18]3)=[CH:13][CH:12]=2)=[CH:5][N:4]=1.[NH2:25][C:26]1[CH:27]=[C:28]([CH:32]=[C:33]([C:35]2[CH:39]=[CH:38][O:37][CH:36]=2)[CH:34]=1)[C:29]([OH:31])=[O:30]. Product: [NH2:23][C:21]([C:16]1[CH:17]=[N:18][C:19]2[C:14]([C:15]=1[NH:25][C:26]1[CH:27]=[C:28]([CH:32]=[C:33]([C:35]3[CH:39]=[CH:38][O:37][CH:36]=3)[CH:34]=1)[C:29]([OH:31])=[O:30])=[CH:13][CH:12]=[C:11]([C:6]1[C:7]([O:9][CH3:10])=[N:8][C:3]([O:2][CH3:1])=[N:4][CH:5]=1)[CH:20]=2)=[O:22]. The catalyst class is: 15.